From a dataset of Full USPTO retrosynthesis dataset with 1.9M reactions from patents (1976-2016). Predict the reactants needed to synthesize the given product. Given the product [Cl:21][C:22]1[CH:27]=[CH:26][C:25]([Cl:28])=[CH:24][C:23]=1[C:8]1[CH:9]=[C:10]2[C:5](=[CH:6][CH:7]=1)[C:4](=[O:19])[CH2:3][C:2]2([CH3:20])[CH3:1], predict the reactants needed to synthesize it. The reactants are: [CH3:1][C:2]1([CH3:20])[C:10]2[C:5](=[CH:6][CH:7]=[C:8](OS(C(F)(F)F)(=O)=O)[CH:9]=2)[C:4](=[O:19])[CH2:3]1.[Cl:21][C:22]1[CH:27]=[CH:26][C:25]([Cl:28])=[CH:24][C:23]=1B(O)O.